Dataset: Peptide-MHC class I binding affinity with 185,985 pairs from IEDB/IMGT. Task: Regression. Given a peptide amino acid sequence and an MHC pseudo amino acid sequence, predict their binding affinity value. This is MHC class I binding data. (1) The peptide sequence is ATHKAPQPA. The MHC is HLA-A31:01 with pseudo-sequence HLA-A31:01. The binding affinity (normalized) is 0.124. (2) The peptide sequence is RRYQIAQYK. The MHC is HLA-A26:02 with pseudo-sequence HLA-A26:02. The binding affinity (normalized) is 0.0847. (3) The peptide sequence is HIIDSFNIR. The MHC is HLA-A02:03 with pseudo-sequence HLA-A02:03. The binding affinity (normalized) is 0.169. (4) The peptide sequence is LADQLIHLHY. The MHC is HLA-A02:06 with pseudo-sequence HLA-A02:06. The binding affinity (normalized) is 0. (5) The peptide sequence is SPKRLATAI. The MHC is HLA-B08:01 with pseudo-sequence HLA-B08:01. The binding affinity (normalized) is 0.755. (6) The peptide sequence is TSSQQKADW. The MHC is HLA-B58:01 with pseudo-sequence HLA-B58:01. The binding affinity (normalized) is 0.517.